This data is from NCI-60 drug combinations with 297,098 pairs across 59 cell lines. The task is: Regression. Given two drug SMILES strings and cell line genomic features, predict the synergy score measuring deviation from expected non-interaction effect. (1) Drug 1: CC1=C(C=C(C=C1)NC2=NC=CC(=N2)N(C)C3=CC4=NN(C(=C4C=C3)C)C)S(=O)(=O)N.Cl. Drug 2: CC12CCC(CC1=CCC3C2CCC4(C3CC=C4C5=CN=CC=C5)C)O. Cell line: T-47D. Synergy scores: CSS=4.02, Synergy_ZIP=-1.46, Synergy_Bliss=2.84, Synergy_Loewe=-1.55, Synergy_HSA=2.50. (2) Drug 1: CC1=C(C(CCC1)(C)C)C=CC(=CC=CC(=CC(=O)O)C)C. Drug 2: C1=CC=C(C(=C1)C(C2=CC=C(C=C2)Cl)C(Cl)Cl)Cl. Cell line: SK-MEL-28. Synergy scores: CSS=3.66, Synergy_ZIP=3.31, Synergy_Bliss=6.36, Synergy_Loewe=8.81, Synergy_HSA=2.89. (3) Drug 1: C1CCC(C1)C(CC#N)N2C=C(C=N2)C3=C4C=CNC4=NC=N3. Drug 2: CNC(=O)C1=CC=CC=C1SC2=CC3=C(C=C2)C(=NN3)C=CC4=CC=CC=N4. Cell line: HCT116. Synergy scores: CSS=9.17, Synergy_ZIP=-3.02, Synergy_Bliss=2.38, Synergy_Loewe=-1.41, Synergy_HSA=0.441. (4) Drug 1: CC1=C(C(CCC1)(C)C)C=CC(=CC=CC(=CC(=O)O)C)C. Drug 2: CC(C)(C#N)C1=CC(=CC(=C1)CN2C=NC=N2)C(C)(C)C#N. Cell line: HT29. Synergy scores: CSS=18.8, Synergy_ZIP=-1.66, Synergy_Bliss=-0.183, Synergy_Loewe=7.99, Synergy_HSA=2.02. (5) Cell line: EKVX. Synergy scores: CSS=-0.572, Synergy_ZIP=0.153, Synergy_Bliss=-1.74, Synergy_Loewe=-4.70, Synergy_HSA=-3.72. Drug 1: CCCS(=O)(=O)NC1=C(C(=C(C=C1)F)C(=O)C2=CNC3=C2C=C(C=N3)C4=CC=C(C=C4)Cl)F. Drug 2: CC1=C(N=C(N=C1N)C(CC(=O)N)NCC(C(=O)N)N)C(=O)NC(C(C2=CN=CN2)OC3C(C(C(C(O3)CO)O)O)OC4C(C(C(C(O4)CO)O)OC(=O)N)O)C(=O)NC(C)C(C(C)C(=O)NC(C(C)O)C(=O)NCCC5=NC(=CS5)C6=NC(=CS6)C(=O)NCCC[S+](C)C)O. (6) Drug 1: CCC(=C(C1=CC=CC=C1)C2=CC=C(C=C2)OCCN(C)C)C3=CC=CC=C3.C(C(=O)O)C(CC(=O)O)(C(=O)O)O. Drug 2: C1=NNC2=C1C(=O)NC=N2. Cell line: NCI/ADR-RES. Synergy scores: CSS=-1.71, Synergy_ZIP=1.13, Synergy_Bliss=0.0940, Synergy_Loewe=-4.19, Synergy_HSA=-3.57. (7) Drug 1: C1CCC(CC1)NC(=O)N(CCCl)N=O. Drug 2: CC(C)NC(=O)C1=CC=C(C=C1)CNNC.Cl. Cell line: NCI/ADR-RES. Synergy scores: CSS=22.9, Synergy_ZIP=2.47, Synergy_Bliss=8.78, Synergy_Loewe=3.08, Synergy_HSA=5.17.